Dataset: Forward reaction prediction with 1.9M reactions from USPTO patents (1976-2016). Task: Predict the product of the given reaction. (1) Given the reactants [Cl:1][C:2]1[CH:3]=[C:4]2[C:10]([C:11]3[N:16]=[C:15]([NH:17][C@H:18]4[CH2:23][CH2:22][CH2:21][C@@H:20]([NH:24][CH2:25][CH2:26][N:27](C)[C:28](=O)OC(C)(C)C)[CH2:19]4)[C:14]([F:36])=[CH:13][N:12]=3)=[CH:9][NH:8][C:5]2=[N:6][CH:7]=1.Cl.O1CCOCC1, predict the reaction product. The product is: [Cl:1][C:2]1[CH:3]=[C:4]2[C:10]([C:11]3[N:16]=[C:15]([NH:17][C@H:18]4[CH2:23][CH2:22][CH2:21][C@@H:20]([NH:24][CH2:25][CH2:26][NH:27][CH3:28])[CH2:19]4)[C:14]([F:36])=[CH:13][N:12]=3)=[CH:9][NH:8][C:5]2=[N:6][CH:7]=1. (2) Given the reactants [H-].[Na+].[CH2:3]([C:5]1([CH:9]=O)[CH2:8][O:7][CH2:6]1)[CH3:4].[Cl:11][C:12]1[CH:13]=[CH:14][C:15]([C:35]#[N:36])=[C:16]([C:18]2[C:23]([O:24][CH3:25])=[CH:22][N:21]([CH2:26][C:27]([O:29][C:30]([CH3:33])([CH3:32])[CH3:31])=[O:28])[C:20](=[O:34])[CH:19]=2)[CH:17]=1, predict the reaction product. The product is: [Cl:11][C:12]1[CH:13]=[CH:14][C:15]([C:35]#[N:36])=[C:16]([C:18]2[C:23]([O:24][CH3:25])=[CH:22][N:21]([C:26](=[CH:9][C:5]3([CH2:3][CH3:4])[CH2:6][O:7][CH2:8]3)[C:27]([O:29][C:30]([CH3:31])([CH3:32])[CH3:33])=[O:28])[C:20](=[O:34])[CH:19]=2)[CH:17]=1. (3) The product is: [C:16]1([CH2:22][S:23]([N:1]2[CH2:8][CH2:7][CH2:6][C@H:2]2[C:3]([NH2:5])=[O:4])(=[O:25])=[O:24])[CH:21]=[CH:20][CH:19]=[CH:18][CH:17]=1. Given the reactants [NH:1]1[CH2:8][CH2:7][CH2:6][C@H:2]1[C:3]([NH2:5])=[O:4].C(N(CC)CC)C.[C:16]1([CH2:22][S:23](Cl)(=[O:25])=[O:24])[CH:21]=[CH:20][CH:19]=[CH:18][CH:17]=1, predict the reaction product. (4) Given the reactants [Cl:1][C:2]1[N:7]=[CH:6][C:5]2[C:8](I)=[N:9][N:10]([C:11]([C:24]3[CH:29]=[CH:28][CH:27]=[CH:26][CH:25]=3)([C:18]3[CH:23]=[CH:22][CH:21]=[CH:20][CH:19]=3)[C:12]3[CH:17]=[CH:16][CH:15]=[CH:14][CH:13]=3)[C:4]=2[CH:3]=1.[C:31](B1OC(C)(C)C(C)(C)O1)([CH3:33])=[CH2:32], predict the reaction product. The product is: [Cl:1][C:2]1[N:7]=[CH:6][C:5]2[C:8]([C:31]([CH3:33])=[CH2:32])=[N:9][N:10]([C:11]([C:24]3[CH:29]=[CH:28][CH:27]=[CH:26][CH:25]=3)([C:18]3[CH:23]=[CH:22][CH:21]=[CH:20][CH:19]=3)[C:12]3[CH:17]=[CH:16][CH:15]=[CH:14][CH:13]=3)[C:4]=2[CH:3]=1. (5) Given the reactants CC1[C:10]([O:11][CH3:12])=[C:9](O)C=CC=1C(O)=O.[CH3:14][O:15][C:16](=[O:26])[C:17]1[CH:22]=[CH:21][C:20]([OH:23])=[C:19]([O:24][CH3:25])[CH:18]=1.COCCBr.C(=O)([O-])[O-].[K+].[K+], predict the reaction product. The product is: [CH3:25][O:24][C:19]1[CH:18]=[C:17]([CH:22]=[CH:21][C:20]=1[O:23][CH2:9][CH2:10][O:11][CH3:12])[C:16]([O:15][CH3:14])=[O:26].